This data is from Forward reaction prediction with 1.9M reactions from USPTO patents (1976-2016). The task is: Predict the product of the given reaction. (1) Given the reactants [C:1]([NH:4][C:5]1[CH:34]=[CH:33][C:8]([CH2:9][C:10]2[N:18]([CH2:19][O:20][C:21](=[O:26])[C:22]([CH3:25])([CH3:24])[CH3:23])[C:17]3[C:16](=[O:27])[NH:15][C:14](=[O:28])[N:13]([CH2:29][CH2:30][CH2:31][CH3:32])[C:12]=3[N:11]=2)=[CH:7][CH:6]=1)(=[O:3])[CH3:2].N12CCCN=C1CCCCC2.Br[CH2:47][C:48]1[CH:53]=[C:52]([N+:54]([O-:56])=[O:55])[CH:51]=[CH:50][C:49]=1[F:57].C(OCC)(=O)C, predict the reaction product. The product is: [C:1]([NH:4][C:5]1[CH:34]=[CH:33][C:8]([CH2:9][C:10]2[N:18]([CH2:19][O:20][C:21](=[O:26])[C:22]([CH3:24])([CH3:25])[CH3:23])[C:17]3[C:16](=[O:27])[N:15]([CH2:47][C:48]4[CH:53]=[C:52]([N+:54]([O-:56])=[O:55])[CH:51]=[CH:50][C:49]=4[F:57])[C:14](=[O:28])[N:13]([CH2:29][CH2:30][CH2:31][CH3:32])[C:12]=3[N:11]=2)=[CH:7][CH:6]=1)(=[O:3])[CH3:2]. (2) Given the reactants [CH2:1]([NH:8][C:9](=[O:18])[C:10]1[CH:15]=[CH:14][C:13]([NH:16][NH2:17])=[N:12][CH:11]=1)[C:2]1[CH:7]=[CH:6][CH:5]=[CH:4][CH:3]=1.CN(C)[CH:21]=[C:22]([N:28]1[CH:33]=[CH:32][C:31](=[O:34])[CH:30]=[CH:29]1)[C:23](OCC)=[O:24], predict the reaction product. The product is: [CH2:1]([NH:8][C:9](=[O:18])[C:10]1[CH:15]=[CH:14][C:13]([N:16]2[C:23]([OH:24])=[C:22]([N:28]3[CH:29]=[CH:30][C:31](=[O:34])[CH:32]=[CH:33]3)[CH:21]=[N:17]2)=[N:12][CH:11]=1)[C:2]1[CH:3]=[CH:4][CH:5]=[CH:6][CH:7]=1. (3) Given the reactants [CH2:1]=[C:2]1[O:6][C:4](=[O:5])[CH2:3]1.[NH2:7][CH2:8][C@@H:9]1[O:13][C:12](=[O:14])[N:11]([C:15]2[CH:20]=[CH:19][C:18]([C:21]3[S:22][CH2:23][C:24](=[O:27])[NH:25][N:26]=3)=[C:17]([F:28])[CH:16]=2)[CH2:10]1.C(N(CC)CC)C, predict the reaction product. The product is: [F:28][C:17]1[CH:16]=[C:15]([N:11]2[CH2:10][C@H:9]([CH2:8][NH:7][C:4](=[O:5])[CH2:3][C:2](=[O:6])[CH3:1])[O:13][C:12]2=[O:14])[CH:20]=[CH:19][C:18]=1[C:21]1[S:22][CH2:23][C:24](=[O:27])[NH:25][N:26]=1. (4) Given the reactants [C:1]1([C@@H:7]([OH:9])[CH3:8])[CH:6]=[CH:5][CH:4]=[CH:3][CH:2]=1.C1(P(C2C=CC=CC=2)C2C=CC=CC=2)C=CC=CC=1.[N+:29]([C:32]1[CH:40]=[CH:39][C:35]([C:36](O)=[O:37])=[CH:34][CH:33]=1)([O-:31])=[O:30].COCCOC(N=NC(OCCOC)=O)=O, predict the reaction product. The product is: [N+:29]([C:32]1[CH:33]=[CH:34][C:35]([C:36]([O:9][C@@H:7]([C:1]2[CH:6]=[CH:5][CH:4]=[CH:3][CH:2]=2)[CH3:8])=[O:37])=[CH:39][CH:40]=1)([O-:31])=[O:30].[C:1]1([C@@H:7]([OH:9])[CH3:8])[CH:6]=[CH:5][CH:4]=[CH:3][CH:2]=1. (5) Given the reactants Br[C:2]1[C:3]([C:16]2[CH:21]=[CH:20][CH:19]=[CH:18][CH:17]=2)=[N:4][C:5]2[C:10]([N:11]=1)=[CH:9][C:8]([C:12]([O:14]C)=[O:13])=[CH:7][CH:6]=2.[F:22][C:23]([F:35])([F:34])[O:24][C:25]1[CH:30]=[CH:29][C:28](B(O)O)=[CH:27][CH:26]=1, predict the reaction product. The product is: [C:16]1([C:3]2[C:2]([C:28]3[CH:29]=[CH:30][C:25]([O:24][C:23]([F:35])([F:34])[F:22])=[CH:26][CH:27]=3)=[N:11][C:10]3[C:5](=[CH:6][CH:7]=[C:8]([C:12]([OH:14])=[O:13])[CH:9]=3)[N:4]=2)[CH:17]=[CH:18][CH:19]=[CH:20][CH:21]=1.